From a dataset of Reaction yield outcomes from USPTO patents with 853,638 reactions. Predict the reaction yield, written as a fraction of the theoretical maximum amount of product (1.0 means a 100% yield; for example, 0.34 means a 34% yield). (1) The reactants are [CH2:1]([O:8][C:9]1[C:10]([CH:16]([OH:18])[CH3:17])=[N:11][C:12]([Cl:15])=[CH:13][CH:14]=1)[C:2]1[CH:7]=[CH:6][CH:5]=[CH:4][CH:3]=1.C[N+]1([O-])CCOCC1. The catalyst is [Ru]([O-])(=O)(=O)=O.C([N+](CCC)(CCC)CCC)CC.C(#N)C. The product is [CH2:1]([O:8][C:9]1[C:10]([C:16](=[O:18])[CH3:17])=[N:11][C:12]([Cl:15])=[CH:13][CH:14]=1)[C:2]1[CH:7]=[CH:6][CH:5]=[CH:4][CH:3]=1. The yield is 0.900. (2) The reactants are [Cl:1][C:2]1[CH:7]=[CH:6][C:5]([C:8]2[N:12]([C:13]3[CH:18]=[CH:17][C:16]([Cl:19])=[CH:15][C:14]=3[Cl:20])[N:11]=[C:10]([C:21]([O:23][CH2:24][CH3:25])=[O:22])[CH:9]=2)=[CH:4][CH:3]=1.[Cl:26]Cl. The catalyst is C(O)(=O)C. The product is [Cl:26][C:9]1[C:10]([C:21]([O:23][CH2:24][CH3:25])=[O:22])=[N:11][N:12]([C:13]2[CH:18]=[CH:17][C:16]([Cl:19])=[CH:15][C:14]=2[Cl:20])[C:8]=1[C:5]1[CH:4]=[CH:3][C:2]([Cl:1])=[CH:7][CH:6]=1. The yield is 0.950. (3) The yield is 1.00. The catalyst is C(Cl)Cl. The reactants are C(OC(=O)[NH:7][CH:8]1[CH2:17][C:16]2[C:11](=[CH:12][CH:13]=[C:14]([C:18]#[N:19])[CH:15]=2)[NH:10][CH2:9]1)(C)(C)C.[ClH:21].O1CCOCC1. The product is [ClH:21].[ClH:21].[NH2:7][CH:8]1[CH2:17][C:16]2[C:11](=[CH:12][CH:13]=[C:14]([C:18]#[N:19])[CH:15]=2)[NH:10][CH2:9]1. (4) The catalyst is C(Cl)Cl. The yield is 0.970. The product is [N:8]1([C:6]([O:5][C:1]([CH3:4])([CH3:2])[CH3:3])=[O:7])[CH2:15][CH2:14][CH2:13][C@H:9]1[C:10]([O:12][CH2:26][C:27]([C:29]1[CH:36]=[CH:35][C:32]([C:33]#[N:34])=[CH:31][CH:30]=1)=[O:28])=[O:11]. The reactants are [C:1]([O:5][C:6]([N:8]1[CH2:15][CH2:14][CH2:13][C@H:9]1[C:10]([OH:12])=[O:11])=[O:7])([CH3:4])([CH3:3])[CH3:2].CCN(C(C)C)C(C)C.Br[CH2:26][C:27]([C:29]1[CH:36]=[CH:35][C:32]([C:33]#[N:34])=[CH:31][CH:30]=1)=[O:28]. (5) The yield is 0.568. The product is [OH:3][CH2:4][CH2:5][CH2:6][N:7]1[C:12](=[O:13])[C:11]2[C:14]([CH2:27][CH2:28][CH:29]([CH3:31])[CH3:30])=[C:15]([C:18]3[CH:23]=[CH:22][CH:21]=[CH:20][C:19]=3[CH:24]([CH3:26])[CH3:25])[CH:16]=[N:17][C:10]=2[N:9]([CH3:32])[C:8]1=[O:33]. The reactants are C([O:3][CH2:4][CH2:5][CH2:6][N:7]1[C:12](=[O:13])[C:11]2[C:14]([CH2:27][CH2:28][CH:29]([CH3:31])[CH3:30])=[C:15]([C:18]3[CH:23]=[CH:22][CH:21]=[CH:20][C:19]=3[CH:24]([CH3:26])[CH3:25])[CH:16]=[N:17][C:10]=2[N:9]([CH3:32])[C:8]1=[O:33])=O.O[Li].O. The catalyst is C1COCC1.O.CC(=O)OCC. (6) The reactants are [OH:1][C:2]1[CH:10]=[CH:9][C:8]([N:11]2[CH:15]=[CH:14][CH:13]=[CH:12]2)=[CH:7][C:3]=1[C:4]([OH:6])=O.[CH2:16]([O:18][C:19]([C:21]1[S:25][C:24]([NH2:26])=[N:23][C:22]=1[C:27]1[CH:32]=[CH:31][CH:30]=[CH:29][CH:28]=1)=[O:20])[CH3:17]. No catalyst specified. The product is [CH2:16]([O:18][C:19]([C:21]1[S:25][C:24]([NH:26][C:4](=[O:6])[C:3]2[CH:7]=[C:8]([N:11]3[CH:15]=[CH:14][CH:13]=[CH:12]3)[CH:9]=[CH:10][C:2]=2[OH:1])=[N:23][C:22]=1[C:27]1[CH:32]=[CH:31][CH:30]=[CH:29][CH:28]=1)=[O:20])[CH3:17]. The yield is 0.550. (7) The reactants are [C:1]([C:3]1[CH:4]=[C:5]([CH2:9][N:10]2[C:15]([OH:16])=[C:14]([C:17]([NH:19][CH2:20][C:21]([O:23]CC)=[O:22])=[O:18])[C:13](=[O:26])[N:12]([CH2:27][C:28]3[CH:33]=[CH:32][CH:31]=[CH:30][CH:29]=3)[C:11]2=[O:34])[CH:6]=[CH:7][CH:8]=1)#[N:2].[OH-].[Na+]. The catalyst is CO. The product is [C:1]([C:3]1[CH:4]=[C:5]([CH2:9][N:10]2[C:15]([OH:16])=[C:14]([C:17]([NH:19][CH2:20][C:21]([OH:23])=[O:22])=[O:18])[C:13](=[O:26])[N:12]([CH2:27][C:28]3[CH:29]=[CH:30][CH:31]=[CH:32][CH:33]=3)[C:11]2=[O:34])[CH:6]=[CH:7][CH:8]=1)#[N:2]. The yield is 0.200. (8) The reactants are [C:1]([O-:6])(=[O:5])[C:2]([CH3:4])=[CH2:3].[C:7]([O:12][CH2:13][CH2:14][OH:15])(=[O:11])[C:8]([CH3:10])=[CH2:9].[C:16]([O:21][CH3:22])(=[O:20])[C:17]([CH3:19])=[CH2:18].N(C(C)(C)C#N)=NC(C)(C)C#N. The catalyst is O1CCCC1.C(C(C)=O)C. The product is [C:1]([O-:6])(=[O:5])[C:2]([CH3:4])=[CH2:3].[C:7]([O:12][CH2:13][CH2:14][OH:15])(=[O:11])[C:8]([CH3:10])=[CH2:9].[C:16]([O:21][CH3:22])(=[O:20])[C:17]([CH3:19])=[CH2:18]. The yield is 0.800. (9) The product is [CH:1]1([C:7]2[N:8]=[CH:26][N:14]3[C:9]=2[C:10]2[CH:17]=[CH:16][N:15]([CH2:18][O:19][CH2:20][CH2:21][Si:22]([CH3:25])([CH3:24])[CH3:23])[C:11]=2[N:12]=[CH:13]3)[CH2:2][CH2:3][CH2:4][CH2:5][CH2:6]1. The yield is 0.300. The catalyst is COC(OC)N(C)C.C(OCC)(=O)C. The reactants are [CH:1]1([CH:7]([C:9]2[C:10]3[CH:17]=[CH:16][N:15]([CH2:18][O:19][CH2:20][CH2:21][Si:22]([CH3:25])([CH3:24])[CH3:23])[C:11]=3[N:12]=[CH:13][N:14]=2)[NH2:8])[CH2:6][CH2:5][CH2:4][CH2:3][CH2:2]1.[CH3:26][Si](C)(C)CCOCN1C2N=CN=C(CN)C=2C=C1.Cl.